From a dataset of Forward reaction prediction with 1.9M reactions from USPTO patents (1976-2016). Predict the product of the given reaction. (1) The product is: [ClH:52].[ClH:52].[NH2:7][CH2:8][CH2:9][C:10]1[N:11]([CH2:16][C:17]2[CH:22]=[CH:21][C:20]([C:23]#[N:24])=[C:19]([O:25][C:26]3[CH:31]=[CH:30][CH:29]=[C:28]([C:32]4([CH2:41][CH3:42])[CH2:38][CH2:37][CH2:36][CH2:35][N:34]([CH3:39])[C:33]4=[O:40])[CH:27]=3)[CH:18]=2)[C:12]([CH3:15])=[N:13][CH:14]=1. Given the reactants C(OC(=O)[NH:7][CH2:8][CH2:9][C:10]1[N:11]([CH2:16][C:17]2[CH:22]=[CH:21][C:20]([C:23]#[N:24])=[C:19]([O:25][C:26]3[CH:31]=[CH:30][CH:29]=[C:28]([C:32]4([CH2:41][CH3:42])[CH2:38][CH2:37][CH2:36][CH2:35][N:34]([CH3:39])[C:33]4=[O:40])[CH:27]=3)[CH:18]=2)[C:12]([CH3:15])=[N:13][CH:14]=1)(C)(C)C.C(O)(C(F)(F)F)=O.C(Cl)[Cl:52], predict the reaction product. (2) Given the reactants [Cl:1][C:2]1[CH:3]=[CH:4][C:5]2[N:6]([C:8]([NH2:11])=[CH:9][N:10]=2)[N:7]=1.[Br:12][CH2:13][CH2:14][CH2:15][C:16](Cl)=[O:17].N1C=CC=CC=1, predict the reaction product. The product is: [Br:12][CH2:13][CH2:14][CH2:15][C:16]([NH:11][C:8]1[N:6]2[N:7]=[C:2]([Cl:1])[CH:3]=[CH:4][C:5]2=[N:10][CH:9]=1)=[O:17]. (3) Given the reactants C(O[Si](OCC)(OCC)CCC/C(/C([O-])=O)=C(/CCC[Si](OCC)(OCC)OCC)\C([O-])=O)C.C(N(CCCC)CCCC)CCC.[CH3:48][C:49]1[C:54]([CH2:55][N:56]2[CH2:61][CH2:60][CH:59]([N:62]3[CH2:67][CH2:66][CH:65]([N:68]4[C:76](=[O:77])[NH:75][C:74]5[C:69]4=[CH:70][CH:71]=[CH:72][CH:73]=5)[CH2:64][CH2:63]3)[CH2:58][CH2:57]2)=[CH:53][CH:52]=[CH:51][CH:50]=1, predict the reaction product. The product is: [CH2:71]1[CH2:70][CH2:69][N:68]2[C:76](=[N:75][CH2:74][CH2:66][CH2:65]2)[CH2:73][CH2:72]1.[CH3:48][C:49]1[C:54]([CH2:55][N:56]2[CH2:57][CH2:58][CH:59]([N:62]3[CH2:67][CH2:66][CH:65]([N:68]4[C:76](=[O:77])[NH:75][C:74]5[C:69]4=[CH:70][CH:71]=[CH:72][CH:73]=5)[CH2:64][CH2:63]3)[CH2:60][CH2:61]2)=[CH:53][CH:52]=[CH:51][CH:50]=1. (4) Given the reactants Br[C:2]1[S:3][C:4]([S:17]([N:20]2[CH2:25][CH2:24][CH:23]([OH:26])[CH2:22][CH2:21]2)(=[O:19])=[O:18])=[CH:5][C:6]=1[C:7]1[S:11][C:10]([NH:12][C:13](=[O:15])[CH3:14])=[N:9][C:8]=1[CH3:16].C([Li])CCC, predict the reaction product. The product is: [OH:26][CH:23]1[CH2:22][CH2:21][N:20]([S:17]([C:4]2[S:3][CH:2]=[C:6]([C:7]3[S:11][C:10]([NH:12][C:13](=[O:15])[CH3:14])=[N:9][C:8]=3[CH3:16])[CH:5]=2)(=[O:19])=[O:18])[CH2:25][CH2:24]1. (5) Given the reactants [Br:1][C:2]1[C:11]2[C:6](=[CH:7][C:8]([C:12]3[N:13]=[C:14]([C:18]4[CH:23]=[CH:22][CH:21]=[CH:20][CH:19]=4)[S:15][C:16]=3[Br:17])=[CH:9][CH:10]=2)[CH:5]=[CH:4][C:3]=1[O:24][CH:25]([CH2:30][C:31]1[CH:36]=[CH:35][CH:34]=[CH:33][CH:32]=1)[C:26]([O:28]C)=[O:27].[OH-].[Na+], predict the reaction product. The product is: [Br:1][C:2]1[C:11]2[C:6](=[CH:7][C:8]([C:12]3[N:13]=[C:14]([C:18]4[CH:19]=[CH:20][CH:21]=[CH:22][CH:23]=4)[S:15][C:16]=3[Br:17])=[CH:9][CH:10]=2)[CH:5]=[CH:4][C:3]=1[O:24][CH:25]([CH2:30][C:31]1[CH:32]=[CH:33][CH:34]=[CH:35][CH:36]=1)[C:26]([OH:28])=[O:27].